From a dataset of Peptide-MHC class I binding affinity with 185,985 pairs from IEDB/IMGT. Regression. Given a peptide amino acid sequence and an MHC pseudo amino acid sequence, predict their binding affinity value. This is MHC class I binding data. (1) The peptide sequence is KVYWAGIEF. The MHC is HLA-B39:01 with pseudo-sequence HLA-B39:01. The binding affinity (normalized) is 0.0847. (2) The peptide sequence is FMYEDALKS. The MHC is HLA-A02:11 with pseudo-sequence HLA-A02:11. The binding affinity (normalized) is 0.671. (3) The peptide sequence is YVLDHLIVV. The MHC is HLA-A02:02 with pseudo-sequence HLA-A02:02. The binding affinity (normalized) is 0.541. (4) The peptide sequence is NPDIVIYQY. The MHC is HLA-B44:02 with pseudo-sequence HLA-B44:02. The binding affinity (normalized) is 0. (5) The peptide sequence is EFIYWDWLY. The MHC is HLA-A03:01 with pseudo-sequence HLA-A03:01. The binding affinity (normalized) is 0.0847. (6) The peptide sequence is SADLVCEQG. The MHC is Mamu-B8701 with pseudo-sequence Mamu-B8701. The binding affinity (normalized) is 0. (7) The peptide sequence is TQGYFPDWQNY. The MHC is HLA-B18:01 with pseudo-sequence HLA-B18:01. The binding affinity (normalized) is 0.371. (8) The peptide sequence is IEDDEIIWV. The MHC is HLA-B46:01 with pseudo-sequence HLA-B46:01. The binding affinity (normalized) is 0.0847. (9) The peptide sequence is VTFWGFWLF. The MHC is HLA-B18:01 with pseudo-sequence HLA-B18:01. The binding affinity (normalized) is 0.0847. (10) The peptide sequence is SLNRNFTLV. The MHC is HLA-A02:03 with pseudo-sequence HLA-A02:03. The binding affinity (normalized) is 1.00.